Dataset: Peptide-MHC class I binding affinity with 185,985 pairs from IEDB/IMGT. Task: Regression. Given a peptide amino acid sequence and an MHC pseudo amino acid sequence, predict their binding affinity value. This is MHC class I binding data. (1) The peptide sequence is ALFDRPAFK. The MHC is HLA-A02:03 with pseudo-sequence HLA-A02:03. The binding affinity (normalized) is 0.493. (2) The peptide sequence is GLKRGGVLL. The MHC is HLA-A11:01 with pseudo-sequence HLA-A11:01. The binding affinity (normalized) is 0.0847. (3) The peptide sequence is DTTTDISKY. The MHC is HLA-A03:01 with pseudo-sequence HLA-A03:01. The binding affinity (normalized) is 0.0847. (4) The peptide sequence is KYFPGTPV. The MHC is H-2-Kd with pseudo-sequence H-2-Kd. The binding affinity (normalized) is 0.642. (5) The peptide sequence is WQFGPSTYY. The MHC is HLA-A26:01 with pseudo-sequence HLA-A26:01. The binding affinity (normalized) is 0.335. (6) The binding affinity (normalized) is 0.0847. The peptide sequence is LEYGANYFL. The MHC is HLA-B57:01 with pseudo-sequence HLA-B57:01. (7) The peptide sequence is YRSGIIAVV. The MHC is HLA-A23:01 with pseudo-sequence HLA-A23:01. The binding affinity (normalized) is 0. (8) The peptide sequence is RRLTARGLLN. The MHC is Mamu-B08 with pseudo-sequence Mamu-B08. The binding affinity (normalized) is 0.706.